The task is: Predict the reaction yield, written as a fraction of the theoretical maximum amount of product (1.0 means a 100% yield; for example, 0.34 means a 34% yield).. This data is from Reaction yield outcomes from USPTO patents with 853,638 reactions. (1) The reactants are [CH2:1]([NH:8][C:9](=[O:18])[CH2:10][C:11]1[CH:16]=[CH:15][C:14](Br)=[CH:13][N:12]=1)[C:2]1[CH:7]=[CH:6][CH:5]=[CH:4][CH:3]=1.CC1(C)C(C)(C)OB([C:27]2[CH:41]=[CH:40][C:30]([O:31][CH2:32][CH2:33][N:34]3[CH2:39][CH2:38][O:37][CH2:36][CH2:35]3)=[CH:29][CH:28]=2)O1.C(=O)([O-])[O-].[K+].[K+]. The catalyst is C(O)C. The product is [CH:5]1[CH:4]=[CH:3][C:2]([CH2:1][NH:8][C:9]([CH2:10][C:11]2[CH:16]=[CH:15][C:14]([C:27]3[CH:28]=[CH:29][C:30]([O:31][CH2:32][CH2:33][N:34]4[CH2:35][CH2:36][O:37][CH2:38][CH2:39]4)=[CH:40][CH:41]=3)=[CH:13][N:12]=2)=[O:18])=[CH:7][CH:6]=1. The yield is 0.790. (2) The reactants are C[O:2]C1C(C2C=CC=CC=2C)=C(Cl)C=CC=1.Br.[H-].[Na+].C(Br)C=C.C(OCC=C)C=C.[CH2:31]([C:34]1[CH:39]=[CH:38][C:37]([Cl:40])=[C:36]([C:41]2[CH:46]=[CH:45][CH:44]=[CH:43][C:42]=2[CH3:47])[C:35]=1[OH:48])[CH:32]=[CH2:33].ClC1C=C(C=CC=1)C(OO)=O.C(=O)([O-])[O-].[K+].[K+]. The catalyst is C1(C)C=C(C)C=C(C)C=1. The product is [CH3:47][C:42]1[CH:43]=[CH:44][CH:45]=[CH:46][C:41]=1[C:36]1[C:35]2[O:48][CH:32]([CH2:33][OH:2])[CH2:31][C:34]=2[CH:39]=[CH:38][C:37]=1[Cl:40]. The yield is 0.520.